Dataset: Catalyst prediction with 721,799 reactions and 888 catalyst types from USPTO. Task: Predict which catalyst facilitates the given reaction. Product: [N:11]1[C:12]2[NH:13][C:4]3[C:5]([C:7]=2[CH:8]=[CH:9][CH:10]=1)=[CH:6][C:1]([C:24]([O:22][CH3:18])=[O:25])=[CH:2][CH:3]=3. The catalyst class is: 2. Reactant: [CH:1]1[CH:2]=[CH:3][C:4]2[NH:13][C:12]3[N:11]=[CH:10][CH:9]=[CH:8][C:7]=3[C:5]=2[CH:6]=1.[Cl-].[Al+3].[Cl-].[Cl-].[C:18](Cl)(=[O:22])C(Cl)=O.[CH3:24][OH:25].